From a dataset of Reaction yield outcomes from USPTO patents with 853,638 reactions. Predict the reaction yield, written as a fraction of the theoretical maximum amount of product (1.0 means a 100% yield; for example, 0.34 means a 34% yield). (1) The reactants are [OH:1][C:2]1[CH:7]=[CH:6][C:5]([CH2:8][C:9]([NH:11][C@@H:12]([C:14]2[CH:19]=[CH:18][C:17]([NH:20][CH2:21][C:22]([F:25])([F:24])[F:23])=[CH:16][N:15]=2)[CH3:13])=[O:10])=[CH:4][CH:3]=1.Br[C:27]1[S:28][CH:29]=[CH:30][N:31]=1.C([O-])([O-])=O.[Cs+].[Cs+]. The catalyst is CN(C=O)C.C(Cl)Cl.[Cu]. The product is [S:28]1[CH:29]=[CH:30][N:31]=[C:27]1[O:1][C:2]1[CH:3]=[CH:4][C:5]([CH2:8][C:9]([NH:11][C@@H:12]([C:14]2[CH:19]=[CH:18][C:17]([NH:20][CH2:21][C:22]([F:25])([F:23])[F:24])=[CH:16][N:15]=2)[CH3:13])=[O:10])=[CH:6][CH:7]=1. The yield is 0.240. (2) The reactants are [Br:1][C:2]1[C:10]2[C:5]([NH:6][CH:7]=[N:8][C:9]=2[Cl:11])=[N:4][CH:3]=1.O[CH:13]1[CH2:16][N:15]([C:17]([O:19][C:20]([CH3:23])([CH3:22])[CH3:21])=[O:18])[CH2:14]1.C1(P(C2C=CC=CC=2)C2C=CC=CC=2)C=CC=CC=1.CCOC(/N=N/C(OCC)=O)=O. The catalyst is O1CCCC1. The product is [Br:1][C:2]1[C:10]2[C:9]([Cl:11])=[N:8][CH:7]=[N:6][C:5]=2[N:4]([CH:13]2[CH2:14][N:15]([C:17]([O:19][C:20]([CH3:23])([CH3:22])[CH3:21])=[O:18])[CH2:16]2)[CH:3]=1. The yield is 0.800. (3) The reactants are [CH:1]1([C:4]([NH:6][C:7]2[C:15]3[C:10](=[N:11][CH:12]=[C:13]([O:30][CH2:31][CH2:32][O:33][CH3:34])[C:14]=3[N:16]3[CH2:21][CH2:20][CH2:19][C@@H:18]([NH:22]C(=O)OC(C)(C)C)[CH2:17]3)[NH:9][CH:8]=2)=[O:5])[CH2:3][CH2:2]1.[ClH:35]. The catalyst is CC(O)C. The product is [ClH:35].[NH2:22][C@@H:18]1[CH2:19][CH2:20][CH2:21][N:16]([C:14]2[C:13]([O:30][CH2:31][CH2:32][O:33][CH3:34])=[CH:12][N:11]=[C:10]3[NH:9][CH:8]=[C:7]([NH:6][C:4]([CH:1]4[CH2:2][CH2:3]4)=[O:5])[C:15]=23)[CH2:17]1. The yield is 0.907. (4) The reactants are [NH2:1][C:2]1[CH:7]=[C:6]([Cl:8])[C:5]([OH:9])=[C:4]([Cl:10])[CH:3]=1.Cl[C:12]1[S:13][C:14]2[CH:20]=[C:19]([Cl:21])[CH:18]=[CH:17][C:15]=2[N:16]=1.C([O-])([O-])=O.[K+].[K+].Cl. The catalyst is CS(C)=O.O. The product is [Cl:8][C:6]1[CH:7]=[C:2]([NH2:1])[CH:3]=[C:4]([Cl:10])[C:5]=1[O:9][C:12]1[S:13][C:14]2[CH:20]=[C:19]([Cl:21])[CH:18]=[CH:17][C:15]=2[N:16]=1. The yield is 0.490. (5) The reactants are [CH3:1][O:2][C:3]1[CH:4]=[C:5]([CH2:9][CH2:10][C:11]([O:13][CH2:14][CH3:15])=[O:12])[CH:6]=[CH:7][CH:8]=1.[I:16]I.C([P+](C1C=CC=CC=1)(C1C=CC=CC=1)C1C=CC=CC=1)CCC. The catalyst is C(#N)C. The product is [I:16][C:6]1[CH:7]=[CH:8][C:3]([O:2][CH3:1])=[CH:4][C:5]=1[CH2:9][CH2:10][C:11]([O:13][CH2:14][CH3:15])=[O:12]. The yield is 0.760. (6) The reactants are CC1(C)O/[C:5](=[CH:7]/[C:8](=[O:14])[C:9]([O:11][CH2:12][CH3:13])=[O:10])/[CH2:4][O:3]1.[NH:16]([C:18]1[C:23]([Cl:24])=[CH:22][CH:21]=[CH:20][N:19]=1)[NH2:17]. The catalyst is C(O)C. The product is [Cl:24][C:23]1[C:18]([N:16]2[C:8]([OH:14])([C:9]([O:11][CH2:12][CH3:13])=[O:10])[CH2:7][C:5]([CH2:4][OH:3])=[N:17]2)=[N:19][CH:20]=[CH:21][CH:22]=1. The yield is 0.860.